This data is from Reaction yield outcomes from USPTO patents with 853,638 reactions. The task is: Predict the reaction yield, written as a fraction of the theoretical maximum amount of product (1.0 means a 100% yield; for example, 0.34 means a 34% yield). The reactants are O[C:2]1[C:3]([C:11]2([CH2:25][OH:26])[C:19]3[C:14](=[C:15]([C:20]([F:23])([F:22])[F:21])[CH:16]=[CH:17][CH:18]=3)[NH:13][C:12]2=[O:24])=[CH:4][C:5]2[O:9][CH2:8][O:7][C:6]=2[CH:10]=1.C(P(CCCC)CCCC)CCC.N(C(OC(C)(C)C)=O)=NC(OC(C)(C)C)=O.Cl. The catalyst is C(OCC)(=O)C. The product is [F:23][C:20]([F:22])([F:21])[C:15]1[CH:16]=[CH:17][CH:18]=[C:19]2[C:14]=1[NH:13][C:12](=[O:24])[C:11]12[C:3]2=[CH:4][C:5]3[O:9][CH2:8][O:7][C:6]=3[CH:10]=[C:2]2[O:26][CH2:25]1. The yield is 0.880.